Dataset: Forward reaction prediction with 1.9M reactions from USPTO patents (1976-2016). Task: Predict the product of the given reaction. (1) Given the reactants [CH3:1][O:2][C:3]1[CH:8]=[CH:7][C:6]([CH2:9][C:10]([N:12]([CH2:19][C:20]2[CH:25]=[CH:24][C:23]([Cl:26])=[CH:22][CH:21]=2)[CH:13]2[CH2:18][CH2:17][NH:16][CH2:15][CH2:14]2)=[O:11])=[CH:5][CH:4]=1.[CH:27](Br)([CH3:29])[CH3:28].CCN(C(C)C)C(C)C.C(=O)([O-])O.[Na+].Cl, predict the reaction product. The product is: [CH3:1][O:2][C:3]1[CH:4]=[CH:5][C:6]([CH2:9][C:10]([N:12]([CH2:19][C:20]2[CH:21]=[CH:22][C:23]([Cl:26])=[CH:24][CH:25]=2)[CH:13]2[CH2:18][CH2:17][N:16]([CH:27]([CH3:29])[CH3:28])[CH2:15][CH2:14]2)=[O:11])=[CH:7][CH:8]=1. (2) Given the reactants [CH2:1]([O:3][C:4](=[O:16])/[CH:5]=[CH:6]/[C:7]1[CH:12]=[CH:11][N:10]=[C:9]([CH:13]2[CH2:15][CH2:14]2)[CH:8]=1)[CH3:2].[O-]S(C(F)(F)F)(=O)=O.[CH2:25]([S+]1CCCC1)[C:26]1[CH:31]=[CH:30][CH:29]=[CH:28][CH:27]=1, predict the reaction product. The product is: [CH:13]1([C:9]2[CH:8]=[C:7]([C@@H:6]3[C@@H:25]([C:26]4[CH:31]=[CH:30][CH:29]=[CH:28][CH:27]=4)[C@H:5]3[C:4]([O:3][CH2:1][CH3:2])=[O:16])[CH:12]=[CH:11][N:10]=2)[CH2:15][CH2:14]1. (3) The product is: [ClH:47].[CH3:1][N:2]1[CH:6]=[C:5]([C:7]2[N:12]=[C:11]3[N:13]([CH2:16][C@H:17]4[O:18][CH2:19][CH2:20][N:21]([C:23]5[N:28]=[CH:27][C:26]([C:29]6[CH:30]=[N:31][N:32]([CH:34]7[CH2:39][CH2:38][NH:37][CH2:36][CH2:35]7)[CH:33]=6)=[CH:25][N:24]=5)[CH2:22]4)[N:14]=[N:15][C:10]3=[N:9][CH:8]=2)[CH:4]=[N:3]1. Given the reactants [CH3:1][N:2]1[CH:6]=[C:5]([C:7]2[N:12]=[C:11]3[N:13]([CH2:16][C@@H:17]4[CH2:22][N:21]([C:23]5[N:28]=[CH:27][C:26]([C:29]6[CH:30]=[N:31][N:32]([CH:34]7[CH2:39][CH2:38][N:37](C(OC(C)(C)C)=O)[CH2:36][CH2:35]7)[CH:33]=6)=[CH:25][N:24]=5)[CH2:20][CH2:19][O:18]4)[N:14]=[N:15][C:10]3=[N:9][CH:8]=2)[CH:4]=[N:3]1.[ClH:47], predict the reaction product. (4) Given the reactants [CH3:1][N:2]([CH3:24])[C:3]([C@@H:5]1[CH2:9][C@@H:8]([O:10][CH2:11][C:12](OCC)=[O:13])[CH2:7][N:6]1[C:17]([O:19][C:20]([CH3:23])([CH3:22])[CH3:21])=[O:18])=[O:4].[H-].[H-].[H-].[H-].[Li+].[Al+3].O.O.O.O.O.O.O.O.O.O.[O-]S([O-])(=O)=O.[Na+].[Na+], predict the reaction product. The product is: [CH3:1][N:2]([CH3:24])[C:3]([C@@H:5]1[CH2:9][C@@H:8]([O:10][CH2:11][CH2:12][OH:13])[CH2:7][N:6]1[C:17]([O:19][C:20]([CH3:22])([CH3:21])[CH3:23])=[O:18])=[O:4].